This data is from Forward reaction prediction with 1.9M reactions from USPTO patents (1976-2016). The task is: Predict the product of the given reaction. (1) Given the reactants CN(C=O)C.[Br:6][C:7]1[CH:8]=[C:9]([Cl:16])[C:10]([Cl:15])=[C:11]([CH2:13][OH:14])[CH:12]=1.Cl[Si:18]([C:21]([CH3:24])([CH3:23])[CH3:22])([CH3:20])[CH3:19].N1C=CN=C1, predict the reaction product. The product is: [Br:6][C:7]1[CH:8]=[C:9]([Cl:16])[C:10]([Cl:15])=[C:11]([CH2:13][O:14][Si:18]([C:21]([CH3:24])([CH3:23])[CH3:22])([CH3:20])[CH3:19])[CH:12]=1. (2) Given the reactants [CH:1]([C:3]1[CH:4]=[C:5]2[C:9](=[CH:10][CH:11]=1)[NH:8][CH:7]=[CH:6]2)=[O:2].[BrH+][CH2:13][C:14]1[CH:21]=[CH:20][C:17]([C:18]#[N:19])=[CH:16][CH:15]=1.[OH-].[K+].CN(C)C=O, predict the reaction product. The product is: [CH:1]([C:3]1[CH:4]=[C:5]2[C:9](=[CH:10][CH:11]=1)[N:8]([CH2:13][C:14]1[CH:21]=[CH:20][C:17]([C:18]#[N:19])=[CH:16][CH:15]=1)[CH:7]=[CH:6]2)=[O:2].